Dataset: Peptide-MHC class II binding affinity with 134,281 pairs from IEDB. Task: Regression. Given a peptide amino acid sequence and an MHC pseudo amino acid sequence, predict their binding affinity value. This is MHC class II binding data. The peptide sequence is LRIKSYEDAKSPLTA. The MHC is DRB1_0401 with pseudo-sequence DRB1_0401. The binding affinity (normalized) is 0.790.